Dataset: Full USPTO retrosynthesis dataset with 1.9M reactions from patents (1976-2016). Task: Predict the reactants needed to synthesize the given product. (1) Given the product [C:16]([O:15][C:14]([NH:13][C:9]([C:4]1[CH:3]=[C:2]([F:1])[CH:7]=[C:6]([F:8])[CH:5]=1)([CH3:12])[CH2:10][NH:21][C:22]1([C:27]([O:29][CH3:30])=[O:28])[CH2:26][CH2:25][CH2:24][CH2:23]1)=[O:20])([CH3:19])([CH3:18])[CH3:17], predict the reactants needed to synthesize it. The reactants are: [F:1][C:2]1[CH:3]=[C:4]([C:9]([NH:13][C:14](=[O:20])[O:15][C:16]([CH3:19])([CH3:18])[CH3:17])([CH3:12])[CH:10]=O)[CH:5]=[C:6]([F:8])[CH:7]=1.[NH2:21][C:22]1([C:27]([O:29][CH3:30])=[O:28])[CH2:26][CH2:25][CH2:24][CH2:23]1.CC(O)=O.[BH3-]C#N.[Na+]. (2) Given the product [C:1]1([CH:7]([C:21]2[CH:26]=[CH:25][CH:24]=[CH:23][CH:22]=2)[CH2:8][C:9]([NH:11][C:12]2([C:18]([NH:35][CH2:34][C:31]3[CH:32]=[CH:33][C:28]([F:27])=[CH:29][CH:30]=3)=[O:19])[CH2:13][CH2:14][CH2:15][CH2:16][CH2:17]2)=[O:10])[CH:2]=[CH:3][CH:4]=[CH:5][CH:6]=1, predict the reactants needed to synthesize it. The reactants are: [C:1]1([CH:7]([C:21]2[CH:26]=[CH:25][CH:24]=[CH:23][CH:22]=2)[CH2:8][C:9]([NH:11][C:12]2([C:18](O)=[O:19])[CH2:17][CH2:16][CH2:15][CH2:14][CH2:13]2)=[O:10])[CH:6]=[CH:5][CH:4]=[CH:3][CH:2]=1.[F:27][C:28]1[CH:33]=[CH:32][C:31]([CH2:34][NH2:35])=[CH:30][CH:29]=1.CN(C(ON1N=NC2C=CC=NC1=2)=[N+](C)C)C.F[P-](F)(F)(F)(F)F.CCN(CC)CC.